From a dataset of Peptide-MHC class II binding affinity with 134,281 pairs from IEDB. Regression. Given a peptide amino acid sequence and an MHC pseudo amino acid sequence, predict their binding affinity value. This is MHC class II binding data. (1) The peptide sequence is KKPDKPSLDISLETVAID. The MHC is HLA-DQA10501-DQB10302 with pseudo-sequence HLA-DQA10501-DQB10302. The binding affinity (normalized) is 0.400. (2) The peptide sequence is VSTFSSGLVWGQKYF. The MHC is DRB1_1101 with pseudo-sequence DRB1_1101. The binding affinity (normalized) is 0.130. (3) The peptide sequence is MDKFLANVSTVLTGK. The MHC is DRB3_0202 with pseudo-sequence DRB3_0202. The binding affinity (normalized) is 0.881.